This data is from Forward reaction prediction with 1.9M reactions from USPTO patents (1976-2016). The task is: Predict the product of the given reaction. (1) Given the reactants [CH3:1][N:2]1[CH:6]=[C:5]([C:7]2[CH:12]=[CH:11][C:10]([C:13]3[C:22]4[C:17](=[CH:18][CH:19]=[C:20]([C:23]([N:25]5[CH2:30][CH2:29][N:28](C(OC(C)(C)C)=O)[CH2:27][CH2:26]5)=[O:24])[CH:21]=4)[CH:16]=[N:15][CH:14]=3)=[CH:9][CH:8]=2)[CH:4]=[N:3]1.FC(F)(F)C(O)=O, predict the reaction product. The product is: [CH3:1][N:2]1[CH:6]=[C:5]([C:7]2[CH:12]=[CH:11][C:10]([C:13]3[C:22]4[C:17](=[CH:18][CH:19]=[C:20]([C:23]([N:25]5[CH2:30][CH2:29][NH:28][CH2:27][CH2:26]5)=[O:24])[CH:21]=4)[CH:16]=[N:15][CH:14]=3)=[CH:9][CH:8]=2)[CH:4]=[N:3]1. (2) Given the reactants [OH:1][C:2]1[CH:3]=[C:4]([C:8](=[O:13])[CH2:9][CH2:10][CH2:11][CH3:12])[CH:5]=[CH:6][CH:7]=1.C([O-])([O-])=O.[K+].[K+].Br[CH2:21][C:22]([O:24][CH2:25][CH3:26])=[O:23], predict the reaction product. The product is: [C:8]([C:4]1[CH:3]=[C:2]([O:1][CH2:21][C:22]([O:24][CH2:25][CH3:26])=[O:23])[CH:7]=[CH:6][CH:5]=1)(=[O:13])[CH2:9][CH2:10][CH2:11][CH3:12]. (3) Given the reactants Cl[C:2]1[C:11]2[CH:12]=[CH:13][S:14][C:10]=2[C:9]2[CH:8]=[CH:7][C:6]([C:15]([O-:17])=[O:16])=[CH:5][C:4]=2[N:3]=1.[NH2:18][CH2:19][C:20]1[CH:21]=[N:22][CH:23]=[CH:24][CH:25]=1, predict the reaction product. The product is: [N:22]1[CH:23]=[CH:24][CH:25]=[C:20]([CH2:19][NH:18][C:2]2[C:11]3[CH:12]=[CH:13][S:14][C:10]=3[C:9]3[CH:8]=[CH:7][C:6]([C:15]([OH:17])=[O:16])=[CH:5][C:4]=3[N:3]=2)[CH:21]=1. (4) The product is: [S:4]1[CH2:5][CH2:6][N:1]([C:7]2[CH:8]=[CH:9][C:10]([N:13]3[CH2:33][C@H:32]([CH2:31][NH:30][C:29](=[O:36])[O:28][C:24]([CH3:27])([CH3:26])[CH3:25])[O:35][C:14]3=[O:15])=[CH:11][CH:12]=2)[CH2:2][CH2:3]1. Given the reactants [N:1]1([C:7]2[CH:12]=[CH:11][C:10]([NH:13][C:14](=O)[O:15]CC3C=CC=CC=3)=[CH:9][CH:8]=2)[CH2:6][CH2:5][S:4][CH2:3][CH2:2]1.[C:24]([O:28][C:29](=[O:36])[NH:30][CH2:31][CH:32]([OH:35])[CH2:33]Cl)([CH3:27])([CH3:26])[CH3:25].CC(C)([O-])C.[Li+].[NH4+].[Cl-], predict the reaction product. (5) The product is: [Si:10]([C:7]1[NH:6][C:5](=[O:8])[N:4]([Si:10]([CH3:13])([CH3:12])[CH3:11])[C:3](=[O:9])[C:2]=1[F:1])([CH3:13])([CH3:12])[CH3:11]. Given the reactants [F:1][C:2]1[C:3](=[O:9])[NH:4][C:5](=[O:8])[NH:6][CH:7]=1.[Si:10](Cl)([CH3:13])([CH3:12])[CH3:11], predict the reaction product.